This data is from Aqueous solubility values for 9,982 compounds from the AqSolDB database. The task is: Regression/Classification. Given a drug SMILES string, predict its absorption, distribution, metabolism, or excretion properties. Task type varies by dataset: regression for continuous measurements (e.g., permeability, clearance, half-life) or binary classification for categorical outcomes (e.g., BBB penetration, CYP inhibition). For this dataset (solubility_aqsoldb), we predict Y. (1) The drug is CCCCCCCCCC(=O)OC. The Y is -4.63 log mol/L. (2) The compound is O=c1ccccc(Br)c1O. The Y is -2.44 log mol/L. (3) The Y is -3.91 log mol/L. The drug is Cc1ccc(S(=O)(=O)C2(C(=O)OC(C)C)CCCC2)cc1. (4) The molecule is CCOP(=O)(OCC)Oc1ccc2c(C)c(Cl)c(=O)oc2c1. The Y is -3.18 log mol/L. (5) The molecule is Nc1ccc(O)c2c1C(=O)c1ccccc1C2=O. The Y is -3.82 log mol/L. (6) The drug is [Li+].[OH-]. The Y is 0.662 log mol/L. (7) The compound is CC(=O)C1CC(CC(=O)O)C1(C)C. The Y is -0.575 log mol/L. (8) The compound is C1=CC[C@@H](c2cccnc2)NC1. The Y is 0.795 log mol/L. (9) The drug is COc1cc(S(=O)(=O)CCOS(=O)(=O)[O-])c(C)cc1N=NC1C(=O)N(c2ccc(S(=O)(=O)[O-])cc2)N=C1C.[Na+].[Na+]. The Y is -0.239 log mol/L.